Dataset: Catalyst prediction with 721,799 reactions and 888 catalyst types from USPTO. Task: Predict which catalyst facilitates the given reaction. (1) Reactant: [Cl:1][C:2]1[CH:3]=[C:4]2[C:9](=[CH:10][C:11]=1[C:12]([OH:14])=O)[N:8]=[CH:7][N:6]=[C:5]2[NH:15][CH:16]([C:18]1[NH:22][C:21]2[CH:23]=[CH:24][C:25]([Cl:27])=[CH:26][C:20]=2[N:19]=1)[CH3:17].FC1C(OC(N(C)C)=[N+](C)C)=C(F)C(F)=C(F)C=1F.F[P-](F)(F)(F)(F)F.C(N(C(C)C)CC)(C)C.[CH:63]([N:65]1[CH2:70][CH2:69][NH:68][CH2:67][CH2:66]1)=[O:64]. Product: [Cl:1][C:2]1[CH:3]=[C:4]2[C:9](=[CH:10][C:11]=1[C:12]([N:68]1[CH2:69][CH2:70][N:65]([CH:63]=[O:64])[CH2:66][CH2:67]1)=[O:14])[N:8]=[CH:7][N:6]=[C:5]2[NH:15][CH:16]([C:18]1[NH:22][C:21]2[CH:23]=[CH:24][C:25]([Cl:27])=[CH:26][C:20]=2[N:19]=1)[CH3:17]. The catalyst class is: 16. (2) Reactant: [NH:1]1[CH2:5][CH2:4][C@H:3]([OH:6])[CH2:2]1.[CH2:7]=[C:8]1[O:12][C:10](=[O:11])[CH2:9]1. Product: [OH:6][C@H:3]1[CH2:4][CH2:5][N:1]([C:10](=[O:11])[CH2:9][C:8](=[O:12])[CH3:7])[CH2:2]1. The catalyst class is: 7.